From a dataset of Forward reaction prediction with 1.9M reactions from USPTO patents (1976-2016). Predict the product of the given reaction. (1) Given the reactants [Cl:1][C:2]1[CH:7]=[C:6]([C:8]([F:11])([F:10])[F:9])[CH:5]=[C:4]([Cl:12])[C:3]=1[NH:13][NH:14][CH:15]([CH2:18][C:19]#[N:20])[C:16]#[N:17], predict the reaction product. The product is: [NH2:20][C:19]1[N:13]([C:3]2[C:2]([Cl:1])=[CH:7][C:6]([C:8]([F:10])([F:11])[F:9])=[CH:5][C:4]=2[Cl:12])[N:14]=[C:15]([C:16]#[N:17])[CH:18]=1. (2) Given the reactants [Br:1][C:2]1[C:10]([F:11])=[CH:9][CH:8]=[CH:7][C:3]=1[C:4]([OH:6])=[O:5].OS(O)(=O)=O.[N+:17]([O-])([OH:19])=[O:18], predict the reaction product. The product is: [Br:1][C:2]1[C:10]([F:11])=[CH:9][CH:8]=[C:7]([N+:17]([O-:19])=[O:18])[C:3]=1[C:4]([OH:6])=[O:5].